From a dataset of Catalyst prediction with 721,799 reactions and 888 catalyst types from USPTO. Predict which catalyst facilitates the given reaction. (1) Reactant: [CH3:1][Si:2]([CH3:13])([CH3:12])[CH2:3][CH2:4][O:5][CH2:6][N:7]1[CH:11]=[CH:10][N:9]=[CH:8]1.N#C[Br:16].CCOC(C)=O. Product: [Br:16][C:8]1[N:7]([CH2:6][O:5][CH2:4][CH2:3][Si:2]([CH3:13])([CH3:12])[CH3:1])[CH:11]=[CH:10][N:9]=1. The catalyst class is: 10. (2) Reactant: [F:1][C:2]1[C:3]([C:8]2([CH2:12][NH:13][C:14]3[N:19]=[N:18][C:17]([C:20]4[CH:21]=[C:22]5[C:26](=[CH:27][CH:28]=4)[NH:25][N:24]=[C:23]5[NH:29][CH2:30][CH2:31][NH:32]C(=O)OCC4C=CC=CC=4)=[CH:16][CH:15]=3)[CH2:11][CH2:10][CH2:9]2)=[N:4][CH:5]=[CH:6][CH:7]=1.[Si](I)(C)(C)C. Product: [F:1][C:2]1[C:3]([C:8]2([CH2:12][NH:13][C:14]3[N:19]=[N:18][C:17]([C:20]4[CH:21]=[C:22]5[C:26](=[CH:27][CH:28]=4)[NH:25][N:24]=[C:23]5[NH:29][CH2:30][CH2:31][NH2:32])=[CH:16][CH:15]=3)[CH2:9][CH2:10][CH2:11]2)=[N:4][CH:5]=[CH:6][CH:7]=1. The catalyst class is: 382.